From a dataset of Reaction yield outcomes from USPTO patents with 853,638 reactions. Predict the reaction yield, written as a fraction of the theoretical maximum amount of product (1.0 means a 100% yield; for example, 0.34 means a 34% yield). (1) The reactants are Cl.[NH2:2][C:3](=[NH:18])[N:4]1[CH2:9][CH2:8][CH:7]([NH:10][C:11](=[O:17])[O:12][C:13]([CH3:16])([CH3:15])[CH3:14])[CH2:6][CH2:5]1.[Cl:19][C:20]([SH:23])(Cl)Cl.[OH-].[Na+]. The catalyst is ClCCl.O. The product is [Cl:19][C:20]1[S:23][N:2]=[C:3]([N:4]2[CH2:5][CH2:6][CH:7]([NH:10][C:11](=[O:17])[O:12][C:13]([CH3:15])([CH3:14])[CH3:16])[CH2:8][CH2:9]2)[N:18]=1. The yield is 0.343. (2) The reactants are [CH3:1][C:2]1([CH3:12])[CH2:7][NH:6][C@H:5]([C:8]([O:10]C)=[O:9])[CH2:4][O:3]1.[OH-].[Na+].[ClH:15]. The catalyst is CO.O. The product is [ClH:15].[CH3:1][C:2]1([CH3:12])[CH2:7][NH:6][C@H:5]([C:8]([OH:10])=[O:9])[CH2:4][O:3]1. The yield is 1.00. (3) The yield is 0.700. The product is [CH:29]1([CH2:28][CH:27]([N:4]2[C:3](=[O:15])[CH:2]=[C:7]([O:23][C:18]3[CH:19]=[CH:20][CH:21]=[CH:22][C:17]=3[F:16])[CH:6]=[N:5]2)[C:26]([OH:25])=[O:35])[CH2:33][CH2:32][CH2:31][CH2:30]1. No catalyst specified. The reactants are Cl[C:2]1[C:3](=[O:15])[N:4](C2CCCCO2)[N:5]=[CH:6][C:7]=1Cl.[F:16][C:17]1[CH:22]=[CH:21][CH:20]=[CH:19][C:18]=1[OH:23].C[O:25][C:26](=[O:35])[CH:27](Br)[CH2:28][CH:29]1[CH2:33][CH2:32][CH2:31][CH2:30]1. (4) The reactants are [Br:1][C:2]1[CH:3]=[C:4]([CH:7]=[C:8]([O:11][CH3:12])[C:9]=1[OH:10])[CH:5]=[O:6].[C:13](=O)([O-])[O-].[K+].[K+].CI. The catalyst is CN(C=O)C.CCOC(C)=O.O. The product is [Br:1][C:2]1[CH:3]=[C:4]([CH:7]=[C:8]([O:11][CH3:12])[C:9]=1[O:10][CH3:13])[CH:5]=[O:6]. The yield is 0.830. (5) The reactants are [CH3:1][C:2]1[C:3]([NH:8][C:9]2[C:18]3[C:13](=[CH:14][CH:15]=[C:16](SC4CCOC4)[CH:17]=3)[N:12]=[CH:11][CH:10]=2)=[N:4][NH:5][C:6]=1[CH3:7].O[O:26][S:27]([O-:29])=O.[K+].[CH2:31]1[CH2:35][O:34][CH2:33][CH2:32]1. The catalyst is O. The yield is 0.770. The product is [CH3:1][C:2]1[C:3]([NH:8][C:9]2[C:18]3[C:13](=[CH:14][CH:15]=[C:16]([S:27]([CH:32]4[CH2:31][CH2:35][O:34][CH2:33]4)(=[O:29])=[O:26])[CH:17]=3)[N:12]=[CH:11][CH:10]=2)=[N:4][NH:5][C:6]=1[CH3:7]. (6) The reactants are [NH2:1][C:2]1[N:7]=[CH:6][N:5]=[C:4]2[N:8]([CH:20]([C:22]3[O:23][C:24]4[C:29]([C:30](=[O:39])[C:31]=3[C:32]3[CH:37]=[CH:36][CH:35]=[C:34]([F:38])[CH:33]=3)=[CH:28][CH:27]=[CH:26][CH:25]=4)[CH3:21])[N:9]=[C:10]([C:11]3[CH:16]=[CH:15][C:14]([F:17])=[C:13]([O:18]C)[CH:12]=3)[C:3]=12. The catalyst is ClCCl.B(Br)(Br)Br. The product is [NH2:1][C:2]1[N:7]=[CH:6][N:5]=[C:4]2[N:8]([CH:20]([C:22]3[O:23][C:24]4[C:29]([C:30](=[O:39])[C:31]=3[C:32]3[CH:37]=[CH:36][CH:35]=[C:34]([F:38])[CH:33]=3)=[CH:28][CH:27]=[CH:26][CH:25]=4)[CH3:21])[N:9]=[C:10]([C:11]3[CH:16]=[CH:15][C:14]([F:17])=[C:13]([OH:18])[CH:12]=3)[C:3]=12. The yield is 0.550. (7) The reactants are [Br:1][C:2]1[CH:10]=[CH:9][C:5]([C:6](O)=[O:7])=[C:4]([Cl:11])[CH:3]=1.B.C1COCC1.C([O-])([O-])=O.[K+].[K+].O. The catalyst is C1COCC1. The product is [Br:1][C:2]1[CH:10]=[CH:9][C:5]([CH2:6][OH:7])=[C:4]([Cl:11])[CH:3]=1. The yield is 0.500.